This data is from Full USPTO retrosynthesis dataset with 1.9M reactions from patents (1976-2016). The task is: Predict the reactants needed to synthesize the given product. (1) Given the product [N:32]1[C:31]2[NH:35][CH:36]=[CH:37][C:30]=2[C:29]([NH:1][C@H:2]([C:4]2[N:13]([C:14]3[CH:19]=[CH:18][CH:17]=[C:16]([O:20][CH2:21][C:22]([F:23])([F:25])[F:24])[CH:15]=3)[C:12](=[O:26])[C:11]3[C:6](=[CH:7][CH:8]=[CH:9][C:10]=3[F:27])[N:5]=2)[CH3:3])=[N:34][CH:33]=1, predict the reactants needed to synthesize it. The reactants are: [NH2:1][C@H:2]([C:4]1[N:13]([C:14]2[CH:19]=[CH:18][CH:17]=[C:16]([O:20][CH2:21][C:22]([F:25])([F:24])[F:23])[CH:15]=2)[C:12](=[O:26])[C:11]2[C:6](=[CH:7][CH:8]=[CH:9][C:10]=2[F:27])[N:5]=1)[CH3:3].Cl[C:29]1[C:30]2[CH:37]=[CH:36][NH:35][C:31]=2[N:32]=[CH:33][N:34]=1.C(N(C(C)C)CC)(C)C. (2) Given the product [CH2:1]([O:8][C:9]1[CH:10]=[CH:11][C:12]([C:15]2[C:19]([C:20]3[CH:21]=[CH:22][N:23]=[CH:24][CH:25]=3)=[CH:18][N:17]([CH2:34][C:33]([F:37])([F:36])[F:32])[N:16]=2)=[CH:13][CH:14]=1)[C:2]1[CH:3]=[CH:4][CH:5]=[CH:6][CH:7]=1, predict the reactants needed to synthesize it. The reactants are: [CH2:1]([O:8][C:9]1[CH:14]=[CH:13][C:12]([C:15]2[C:19]([C:20]3[CH:25]=[CH:24][N:23]=[CH:22][CH:21]=3)=[CH:18][NH:17][N:16]=2)=[CH:11][CH:10]=1)[C:2]1[CH:7]=[CH:6][CH:5]=[CH:4][CH:3]=1.C(=O)([O-])[O-].[Cs+].[Cs+].[F:32][C:33]([F:37])([F:36])[CH2:34]I.O. (3) The reactants are: [Cl:1][CH2:2][CH2:3][CH2:4][O:5][C:6]1[CH:15]=[C:14]2[C:9]([C:10](O)=[N:11][CH:12]=[N:13]2)=[CH:8][C:7]=1[O:17][CH3:18].P(Cl)(Cl)([Cl:21])=O. Given the product [Cl:21][C:10]1[C:9]2[C:14](=[CH:15][C:6]([O:5][CH2:4][CH2:3][CH2:2][Cl:1])=[C:7]([O:17][CH3:18])[CH:8]=2)[N:13]=[CH:12][N:11]=1, predict the reactants needed to synthesize it. (4) Given the product [O:15]=[S:1]1(=[O:10])[CH2:6][CH2:5][CH:4]([CH2:7][OH:8])[CH2:3][CH2:2]1, predict the reactants needed to synthesize it. The reactants are: [S:1]1[CH2:6][CH2:5][CH:4]([CH2:7][OH:8])[CH2:3][CH2:2]1.I([O-])(=O)(=O)=[O:10].[Na+].[OH2:15]. (5) Given the product [C:1]([O:5][C:6]([N:8]1[CH2:12][C@@H:11]([CH:13]=[O:14])[C@H:10]([CH2:15][C:16]2[CH:17]=[CH:18][CH:19]=[CH:20][CH:21]=2)[CH2:9]1)=[O:7])([CH3:4])([CH3:2])[CH3:3], predict the reactants needed to synthesize it. The reactants are: [C:1]([O:5][C:6]([N:8]1[CH2:12][C@@H:11]([CH2:13][OH:14])[C@H:10]([CH2:15][C:16]2[CH:21]=[CH:20][CH:19]=[CH:18][CH:17]=2)[CH2:9]1)=[O:7])([CH3:4])([CH3:3])[CH3:2].CC(OI1(OC(C)=O)(OC(C)=O)OC(=O)C2C=CC=CC1=2)=O. (6) Given the product [N:12]1([CH2:11][C:9]2[N:10]=[C:6]3[CH:5]=[CH:4][CH:3]=[C:2]([N:29]4[CH2:30][CH2:31][CH2:32][N:26]([CH2:33][CH2:34][OH:35])[CH2:27][CH2:28]4)[N:7]3[CH:8]=2)[C@H:25]2[C@H:16]([CH2:17][CH2:18][C:19]3[C:24]2=[N:23][CH:22]=[CH:21][CH:20]=3)[CH2:15][CH2:14][CH2:13]1, predict the reactants needed to synthesize it. The reactants are: F[C:2]1[N:7]2[CH:8]=[C:9]([CH2:11][N:12]3[C@H:25]4[C@H:16]([CH2:17][CH2:18][C:19]5[C:24]4=[N:23][CH:22]=[CH:21][CH:20]=5)[CH2:15][CH2:14][CH2:13]3)[N:10]=[C:6]2[CH:5]=[CH:4][CH:3]=1.[N:26]1([CH2:33][CH2:34][OH:35])[CH2:32][CH2:31][CH2:30][NH:29][CH2:28][CH2:27]1. (7) Given the product [Br:10][C:11]1[CH:12]=[C:13]([CH:14]=[C:15]([N+:17]([O-:19])=[O:18])[CH:16]=1)[O:9][C:3]1[CH:4]=[CH:5][C:6]([F:8])=[CH:7][C:2]=1[F:1], predict the reactants needed to synthesize it. The reactants are: [F:1][C:2]1[CH:7]=[C:6]([F:8])[CH:5]=[CH:4][C:3]=1[OH:9].[Br:10][C:11]1[CH:16]=[C:15]([N+:17]([O-:19])=[O:18])[CH:14]=[C:13](F)[CH:12]=1.C([O-])([O-])=O.[K+].[K+]. (8) Given the product [CH:28]([NH:35][C:36]([N:13]1[CH2:12][CH2:11][C:10]([C:8]([N:5]2[CH2:6][CH2:7][N:2]([CH3:1])[CH2:3][CH2:4]2)=[O:9])([C:16]2[CH:21]=[CH:20][CH:19]=[CH:18][CH:17]=2)[CH2:15][CH2:14]1)=[O:37])([C:29]1[CH:30]=[CH:31][CH:32]=[CH:33][CH:34]=1)[C:22]1[CH:27]=[CH:26][CH:25]=[CH:24][CH:23]=1, predict the reactants needed to synthesize it. The reactants are: [CH3:1][N:2]1[CH2:7][CH2:6][N:5]([C:8]([C:10]2([C:16]3[CH:21]=[CH:20][CH:19]=[CH:18][CH:17]=3)[CH2:15][CH2:14][NH:13][CH2:12][CH2:11]2)=[O:9])[CH2:4][CH2:3]1.[C:22]1([CH:28]([N:35]=[C:36]=[O:37])[C:29]2[CH:34]=[CH:33][CH:32]=[CH:31][CH:30]=2)[CH:27]=[CH:26][CH:25]=[CH:24][CH:23]=1.